The task is: Predict the reaction yield, written as a fraction of the theoretical maximum amount of product (1.0 means a 100% yield; for example, 0.34 means a 34% yield).. This data is from Buchwald-Hartwig C-N cross coupling reaction yields with 55,370 reactions. The reactants are COc1ccc(Cl)cc1.Cc1ccc(N)cc1.O=S(=O)(O[Pd]1c2ccccc2-c2ccccc2N~1)C(F)(F)F.CC(C)c1cc(C(C)C)c(-c2ccccc2P(C(C)(C)C)C(C)(C)C)c(C(C)C)c1.CN1CCCN2CCCN=C12.c1ccc2nocc2c1. No catalyst specified. The product is COc1ccc(Nc2ccc(C)cc2)cc1. The yield is 0.